Predict the reactants needed to synthesize the given product. From a dataset of Full USPTO retrosynthesis dataset with 1.9M reactions from patents (1976-2016). (1) Given the product [Br:22][C:16]1[CH:17]=[CH:18][CH:19]=[C:20]2[C:15]=1[N:14]=[CH:13][C:12]([NH:11][S:7]([C:3]1[CH:2]=[N:1][CH:6]=[CH:5][CH:4]=1)(=[O:9])=[O:8])=[CH:21]2, predict the reactants needed to synthesize it. The reactants are: [N:1]1[CH:6]=[CH:5][CH:4]=[C:3]([S:7](Cl)(=[O:9])=[O:8])[CH:2]=1.[NH2:11][C:12]1[CH:13]=[N:14][C:15]2[C:20]([CH:21]=1)=[CH:19][CH:18]=[CH:17][C:16]=2[Br:22]. (2) Given the product [CH3:26][O:25][C:17]1[CH:18]=[C:19]([N+:22]([O-:24])=[O:23])[CH:20]=[CH:21][C:16]=1[O:6][CH2:7][C:8]([N:10]1[CH2:14][CH2:13][CH2:12][CH2:11]1)=[O:9], predict the reactants needed to synthesize it. The reactants are: CN(C=O)C.[OH:6][CH2:7][C:8]([N:10]1[CH2:14][CH2:13][CH2:12][CH2:11]1)=[O:9].Cl[C:16]1[CH:21]=[CH:20][C:19]([N+:22]([O-:24])=[O:23])=[CH:18][C:17]=1[O:25][CH3:26].